This data is from HIV replication inhibition screening data with 41,000+ compounds from the AIDS Antiviral Screen. The task is: Binary Classification. Given a drug SMILES string, predict its activity (active/inactive) in a high-throughput screening assay against a specified biological target. (1) The compound is CC(=O)OC1C(OC(=O)CC(C)C)c2c(ccc3ccc(=O)oc23)OC1(C)C. The result is 1 (active). (2) The drug is CC1CCC2(CCN(CCCN(C)C)CC2)C1. The result is 0 (inactive). (3) The molecule is CCOC(=O)C(=Cc1ccc(Br)cc1)C(C)=O. The result is 0 (inactive). (4) The drug is COc1ccc(C=NN2C(=O)Cc3ccccc32)cc1. The result is 0 (inactive). (5) The drug is CC1=[N+]2N=C(c3ccncc3)[OH+][Cu-5]234(O)[OH+]C(c2ccncc2)=N[N+]3=C(C)c2cccc1[n+]24. The result is 0 (inactive). (6) The molecule is C[N+](C)(C)CC(=O)NN=C(C(=O)NC1=C(Cl)C(=O)c2ccccc2C1=O)C(C#N)c1nc(-c2ccc([N+](=O)[O-])cc2)cs1.[Cl-]. The result is 0 (inactive).